The task is: Binary Classification. Given a drug SMILES string, predict its activity (active/inactive) in a high-throughput screening assay against a specified biological target.. This data is from SARS-CoV-2 main protease (3CLPro) crystallographic fragment screen with 879 compounds. The compound is Oc1ccc(CNC2CCCCC2)cc1. The result is 0 (inactive).